Dataset: Catalyst prediction with 721,799 reactions and 888 catalyst types from USPTO. Task: Predict which catalyst facilitates the given reaction. (1) Reactant: [Cl:1][C:2]1[CH:7]=[CH:6][C:5]([C:8]2[C:13]([O:14]C)=[CH:12][CH:11]=[CH:10][C:9]=2[F:16])=[C:4]([CH3:17])[CH:3]=1. Product: [Cl:1][C:2]1[CH:7]=[CH:6][C:5]([C:8]2[C:13]([OH:14])=[CH:12][CH:11]=[CH:10][C:9]=2[F:16])=[C:4]([CH3:17])[CH:3]=1. The catalyst class is: 201. (2) Reactant: [C:1]([CH2:3][CH2:4][C:5]1[CH:6]=[C:7]([CH:10]=[CH:11][CH:12]=1)[CH:8]=O)#[N:2].[C:13]([C:16]1[C:17](=[O:25])[N:18]([CH3:24])[C:19]([CH3:23])=[CH:20][C:21]=1[OH:22])(=[O:15])[CH3:14]. Product: [OH:22][C:21]1[CH:20]=[C:19]([CH3:23])[N:18]([CH3:24])[C:17](=[O:25])[C:16]=1[C:13](=[O:15])[CH:14]=[CH:8][C:7]1[CH:10]=[CH:11][CH:12]=[C:5]([CH2:4][CH2:3][C:1]#[N:2])[CH:6]=1. The catalyst class is: 8. (3) Reactant: [F:1][C:2]1[CH:7]=[CH:6][C:5]([C:8]2[CH2:9][CH2:10][N:11]([CH2:14][CH2:15][CH2:16][C:17](=[NH:19])[NH2:18])[CH2:12][CH:13]=2)=[CH:4][CH:3]=1.N1[C:25]2[N:26]=[CH:27][CH:28]=[CH:29][C:24]=2[C:23](=O)[O:22]C1=O. Product: [F:1][C:2]1[CH:7]=[CH:6][C:5]([C:8]2[CH2:13][CH2:12][N:11]([CH2:14][CH2:15][CH2:16][C:17]3[NH:18][C:23](=[O:22])[C:24]4[CH:29]=[CH:28][CH:27]=[N:26][C:25]=4[N:19]=3)[CH2:10][CH:9]=2)=[CH:4][CH:3]=1. The catalyst class is: 17. (4) Reactant: [Br:1][C:2]1[CH:3]=[C:4]([CH:6]=[CH:7][CH:8]=1)N.[CH2:9]([N:11](CC)CC)[CH3:10].S(OCC)(OCC)(=O)=O.O. Product: [Br:1][C:2]1[CH:3]=[C:4]([CH2:10][CH2:9][NH2:11])[CH:6]=[CH:7][CH:8]=1. The catalyst class is: 28. (5) Reactant: C(O[BH-](OC(=O)C)OC(=O)C)(=O)C.[Na+].[NH:15]1[CH2:20][CH2:19][CH:18]([O:21][C:22]2[CH:27]=[CH:26][C:25]([N:28]3[CH2:33][CH2:32][N:31]([C:34]([O:36][CH2:37][C:38]4[CH:43]=[CH:42][CH:41]=[CH:40][CH:39]=4)=[O:35])[CH2:30][CH2:29]3)=[CH:24][CH:23]=2)[CH2:17][CH2:16]1.[C:44]1(=O)[CH2:47][CH2:46][CH2:45]1.CO. Product: [CH:44]1([N:15]2[CH2:20][CH2:19][CH:18]([O:21][C:22]3[CH:23]=[CH:24][C:25]([N:28]4[CH2:29][CH2:30][N:31]([C:34]([O:36][CH2:37][C:38]5[CH:43]=[CH:42][CH:41]=[CH:40][CH:39]=5)=[O:35])[CH2:32][CH2:33]4)=[CH:26][CH:27]=3)[CH2:17][CH2:16]2)[CH2:47][CH2:46][CH2:45]1. The catalyst class is: 4.